From a dataset of Ames mutagenicity test results for genotoxicity prediction. Regression/Classification. Given a drug SMILES string, predict its toxicity properties. Task type varies by dataset: regression for continuous values (e.g., LD50, hERG inhibition percentage) or binary classification for toxic/non-toxic outcomes (e.g., AMES mutagenicity, cardiotoxicity, hepatotoxicity). Dataset: ames. The drug is CC(=O)Nc1ccc2c(=O)c(=O)c3cccc4ccc1c2c43. The result is 1 (mutagenic).